From a dataset of Reaction yield outcomes from USPTO patents with 853,638 reactions. Predict the reaction yield, written as a fraction of the theoretical maximum amount of product (1.0 means a 100% yield; for example, 0.34 means a 34% yield). The reactants are C[O:2][C:3](=O)[CH2:4][C:5]1[C:6]([F:22])=[C:7]2[C:12](=[CH:13][C:14]=1[F:15])[N:11]=[CH:10][C:9]([C:16]1[CH:17]=[N:18][N:19]([CH3:21])[CH:20]=1)=[CH:8]2.[NH2:24][NH2:25]. The catalyst is CO. The product is [F:22][C:6]1[C:5]([CH2:4][C:3]([NH:24][NH2:25])=[O:2])=[C:14]([F:15])[CH:13]=[C:12]2[C:7]=1[CH:8]=[C:9]([C:16]1[CH:17]=[N:18][N:19]([CH3:21])[CH:20]=1)[CH:10]=[N:11]2. The yield is 0.830.